This data is from Full USPTO retrosynthesis dataset with 1.9M reactions from patents (1976-2016). The task is: Predict the reactants needed to synthesize the given product. (1) Given the product [C:19]([O:18][C:17](=[O:23])[NH:16][C:12]1[S:13][C:14]([I:1])=[CH:15][C:11]=1[C:9]#[N:10])([CH3:20])([CH3:22])[CH3:21], predict the reactants needed to synthesize it. The reactants are: [I:1]N1C(=O)CCC1=O.[C:9]([C:11]1[CH:15]=[CH:14][S:13][C:12]=1[NH:16][C:17](=[O:23])[O:18][C:19]([CH3:22])([CH3:21])[CH3:20])#[N:10]. (2) Given the product [C:16]([C:15]1[CH:19]=[C:11]([C:6]2[CH:7]=[CH:8][C:9](=[O:10])[N:4]([CH:1]([CH3:2])[CH3:3])[N:5]=2)[C:12]([C:20]2[CH:25]=[CH:24][CH:23]=[CH:22][CH:21]=2)=[N:13][CH:14]=1)(=[O:17])[CH3:26], predict the reactants needed to synthesize it. The reactants are: [CH:1]([N:4]1[C:9](=[O:10])[CH:8]=[CH:7][C:6]([C:11]2[C:12]([C:20]3[CH:25]=[CH:24][CH:23]=[CH:22][CH:21]=3)=[N:13][CH:14]=[C:15]([CH:19]=2)[C:16](O)=[O:17])=[N:5]1)([CH3:3])[CH3:2].[CH:26]1(N=C=NC2CCCCC2)CCCCC1.CN(C1C=CC=CN=1)C.CC1(C)OC(=O)CC(=O)O1.C([O-])(O)=O.[Na+].